From a dataset of Forward reaction prediction with 1.9M reactions from USPTO patents (1976-2016). Predict the product of the given reaction. (1) Given the reactants [ClH:1].[F:2][C:3]1[CH:4]=[C:5]([C:10]2[C:18]3[C:13](=[CH:14][C:15]([O:19][CH2:20][CH2:21][CH2:22][N:23]4[CH2:28][CH2:27][NH:26][CH2:25][CH2:24]4)=[CH:16][CH:17]=3)[C:12](=[O:29])[C:11]=2[C:30]2[CH:31]=[N:32][CH:33]=[CH:34][CH:35]=2)[CH:6]=[C:7]([F:9])[CH:8]=1.N1C=CC=CC=1.[C:42](OC(=O)C)(=[O:44])[CH3:43], predict the reaction product. The product is: [ClH:1].[C:42]([N:26]1[CH2:27][CH2:28][N:23]([CH2:22][CH2:21][CH2:20][O:19][C:15]2[CH:14]=[C:13]3[C:18]([C:10]([C:5]4[CH:6]=[C:7]([F:9])[CH:8]=[C:3]([F:2])[CH:4]=4)=[C:11]([C:30]4[CH:31]=[N:32][CH:33]=[CH:34][CH:35]=4)[C:12]3=[O:29])=[CH:17][CH:16]=2)[CH2:24][CH2:25]1)(=[O:44])[CH3:43]. (2) Given the reactants [C:1]([O:5][C:6]([N:8]([CH2:23][C:24]1[N:29]2[CH:30]=[CH:31][N:32]=[C:28]2[CH:27]=[CH:26][CH:25]=1)[CH2:9][CH2:10][CH2:11][CH2:12][NH:13][C:14](=[O:22])[C:15]([F:21])([F:20])[C:16]([F:19])([F:18])[F:17])=[O:7])([CH3:4])([CH3:3])[CH3:2].[Cl:33][C:34]([Cl:39])([Cl:38])[C:35](Cl)=[O:36], predict the reaction product. The product is: [Cl:33][C:34]([Cl:39])([Cl:38])[C:35]([C:30]1[N:29]2[C:24]([CH2:23][N:8]([C:6]([O:5][C:1]([CH3:4])([CH3:2])[CH3:3])=[O:7])[CH2:9][CH2:10][CH2:11][CH2:12][NH:13][C:14](=[O:22])[C:15]([F:21])([F:20])[C:16]([F:19])([F:17])[F:18])=[CH:25][CH:26]=[CH:27][C:28]2=[N:32][CH:31]=1)=[O:36]. (3) Given the reactants [OH:1][C:2]([C:4]([F:7])([F:6])[F:5])=[O:3].C([N:15]1[CH2:24][CH2:23][C:22]2[C:17](=[N:18][C:19]([N:29]3[CH2:34][CH2:33][CH:32]([O:35][C:36]4[CH:41]=[CH:40][C:39]([F:42])=[CH:38][C:37]=4[F:43])[CH2:31][CH2:30]3)=[C:20]([NH:25][CH:26]([CH3:28])[CH3:27])[N:21]=2)[CH:16]1[CH3:44])C1C=CC=CC=1, predict the reaction product. The product is: [F:43][C:37]1[CH:38]=[C:39]([F:42])[CH:40]=[CH:41][C:36]=1[O:35][CH:32]1[CH2:31][CH2:30][N:29]([C:19]2[N:18]=[C:17]3[CH:16]([CH3:44])[NH:15][CH2:24][CH2:23][C:22]3=[N:21][C:20]=2[NH:25][CH:26]([CH3:28])[CH3:27])[CH2:34][CH2:33]1.[C:2]([OH:3])([C:4]([F:7])([F:6])[F:5])=[O:1]. (4) The product is: [CH:12]([C:2]1[NH:10][C:5]2[C:4]([CH:3]=1)=[CH:9][CH:8]=[CH:7][CH:6]=2)=[CH:13][CH2:14][CH2:15][CH2:16][CH3:17]. Given the reactants Br[C:2](Br)=[CH:3][C:4]1[CH:9]=[CH:8][CH:7]=[CH:6][C:5]=1[NH2:10].[CH:12](/B(O)O)=[CH:13]\[CH2:14][CH2:15][CH2:16][CH3:17].[O-]P([O-])([O-])=O.[K+].[K+].[K+].O, predict the reaction product. (5) Given the reactants [CH2:1]([C:3]1[CH:8]=[C:7]([CH3:9])[CH:6]=[C:5]([CH2:10][CH3:11])[C:4]=1[C:12]1[C:13](=[O:24])[N:14]([CH3:23])[N:15]=[C:16]([CH3:22])[C:17]=1S(C)(=O)=O)[CH3:2].C1(C)C=CC=CC=1.[OH-:32].[Na+], predict the reaction product. The product is: [CH2:1]([C:3]1[CH:8]=[C:7]([CH3:9])[CH:6]=[C:5]([CH2:10][CH3:11])[C:4]=1[C:12]1[C:13](=[O:24])[N:14]([CH3:23])[N:15]=[C:16]([CH3:22])[C:17]=1[OH:32])[CH3:2]. (6) Given the reactants Cl[CH2:2][CH2:3][N:4]([CH2:14][C:15]([F:18])([F:17])[F:16])[C:5](=O)[O:6]C1C=CC=CC=1.[NH2:19][NH2:20].O, predict the reaction product. The product is: [NH2:19][N:20]1[CH2:2][CH2:3][N:4]([CH2:14][C:15]([F:18])([F:17])[F:16])[C:5]1=[O:6]. (7) Given the reactants [F:1][C:2]1[CH:11]=[CH:10][CH:9]=[C:8]2[C:3]=1[CH2:4][CH2:5][CH2:6][CH:7]2[C:12](O)=[O:13].B.C1COCC1.CO, predict the reaction product. The product is: [F:1][C:2]1[CH:11]=[CH:10][CH:9]=[C:8]2[C:3]=1[CH2:4][CH2:5][CH2:6][CH:7]2[CH2:12][OH:13]. (8) Given the reactants C(OC([NH:11][C@@H:12]1[CH2:18][CH2:17][CH2:16][N:15]([C:19]2[N:23]([CH3:24])[N:22]=[CH:21][C:20]=2[NH:25][C:26]([C:28]2[N:29]=[C:30]([C:41]3[CH:46]=[CH:45][CH:44]=[C:43]([CH:47]=[CH2:48])[C:42]=3[F:49])[S:31][C:32]=2[NH:33]C(=O)OC(C)(C)C)=[O:27])[CH2:14][CH2:13]1)=O)C1C=CC=CC=1.[H][H].B(Br)(Br)Br.C(Cl)Cl, predict the reaction product. The product is: [NH2:33][C:32]1[S:31][C:30]([C:41]2[CH:46]=[CH:45][CH:44]=[C:43]([CH2:47][CH3:48])[C:42]=2[F:49])=[N:29][C:28]=1[C:26]([NH:25][C:20]1[CH:21]=[N:22][N:23]([CH3:24])[C:19]=1[N:15]1[CH2:16][CH2:17][CH2:18][C@@H:12]([NH2:11])[CH2:13][CH2:14]1)=[O:27].